Dataset: Forward reaction prediction with 1.9M reactions from USPTO patents (1976-2016). Task: Predict the product of the given reaction. (1) The product is: [Br:1][C:2]1[C:3]([F:12])=[C:4]([NH:22][C:26](=[O:36])[O:50][C:47]([CH3:49])([CH3:48])[CH3:46])[C:8]([F:11])=[CH:9][CH:10]=1. Given the reactants [Br:1][C:2]1[C:3]([F:12])=[C:4]([C:8]([F:11])=[CH:9][CH:10]=1)C(O)=O.C1(C)C=CC=CC=1.CC[N:22]([CH:26](C)C)C(C)C.C1C=CC(P(N=[N+]=[N-])(C2C=CC=CC=2)=[O:36])=CC=1.[CH3:46][C:47]([OH:50])([CH3:49])[CH3:48], predict the reaction product. (2) Given the reactants [CH3:1][O:2][C:3]1[C:8]2[S:9][C:10](B(O)O)=[CH:11][C:7]=2[CH:6]=[CH:5][CH:4]=1.[CH3:15][N:16]([CH2:18][C:19]1[CH:24]2[CH2:25][CH:21]([CH2:22][CH2:23]2)[C:20]=1OS(C(F)(F)F)(=O)=O)[CH3:17].[Cl-:34].[Li+].C([O-])([O-])=O.[Na+].[Na+], predict the reaction product. The product is: [ClH:34].[CH3:15][N:16]([CH3:17])[CH2:18][C:19]1[CH:24]2[CH2:25][CH:21]([C:20]=1[C:10]1[S:9][C:8]3[C:3]([O:2][CH3:1])=[CH:4][CH:5]=[CH:6][C:7]=3[CH:11]=1)[CH2:22][CH2:23]2. (3) The product is: [CH2:6]([O:8][C:9]([C:11]1[N:12]([CH3:28])[C:13]([CH2:26][CH3:27])=[C:14]([C:24]#[N:25])[C:15]=1[C:16]1[CH:21]=[CH:20][C:19]([C:22]([OH:1])=[O:23])=[CH:18][CH:17]=1)=[O:10])[CH3:7]. Given the reactants [OH:1]O.[Se](=O)=O.[CH2:6]([O:8][C:9]([C:11]1[N:12]([CH3:28])[C:13]([CH2:26][CH3:27])=[C:14]([C:24]#[N:25])[C:15]=1[C:16]1[CH:21]=[CH:20][C:19]([CH:22]=[O:23])=[CH:18][CH:17]=1)=[O:10])[CH3:7].Cl, predict the reaction product. (4) Given the reactants [Br:1][C:2]1[CH:24]=[C:23]([N+:25]([O-])=O)[CH:22]=[C:21]([Br:28])[C:3]=1[O:4][C:5]1[CH:6]=[C:7]2[C:12](=[CH:13][CH:14]=1)[N:11]=[C:10]([CH2:15][NH:16][S:17]([CH3:20])(=[O:19])=[O:18])[CH:9]=[CH:8]2.O.[Sn](Cl)Cl.C(OCC)(=O)C, predict the reaction product. The product is: [NH2:25][C:23]1[CH:24]=[C:2]([Br:1])[C:3]([O:4][C:5]2[CH:6]=[C:7]3[C:12](=[CH:13][CH:14]=2)[N:11]=[C:10]([CH2:15][NH:16][S:17]([CH3:20])(=[O:18])=[O:19])[CH:9]=[CH:8]3)=[C:21]([Br:28])[CH:22]=1. (5) Given the reactants [Cl:1][C:2]1[N:7]=[CH:6][C:5]([C:8]2[C:9](=[O:20])[CH:10]3[CH:15]([C:16]=2[O:17]C)[CH:14]2[O:19][CH:11]3[CH2:12][CH2:13]2)=[C:4]([CH3:21])[CH:3]=1.Cl, predict the reaction product. The product is: [Cl:1][C:2]1[N:7]=[CH:6][C:5]([CH:8]2[C:9](=[O:20])[CH:10]3[CH:15]([CH:14]4[O:19][CH:11]3[CH2:12][CH2:13]4)[C:16]2=[O:17])=[C:4]([CH3:21])[CH:3]=1.